This data is from Forward reaction prediction with 1.9M reactions from USPTO patents (1976-2016). The task is: Predict the product of the given reaction. The product is: [N+:23]([C:20]1[CH:21]=[CH:22][C:17]([N:3]2[C:4]3[CH:5]=[N:6][CH:7]=[CH:8][C:9]=3[N:1]=[CH:2]2)=[CH:18][CH:19]=1)([O-:25])=[O:24].[N+:23]([C:20]1[CH:21]=[CH:22][C:17]([N:1]2[C:9]3[CH:8]=[CH:7][N:6]=[CH:5][C:4]=3[N:3]=[CH:2]2)=[CH:18][CH:19]=1)([O-:25])=[O:24]. Given the reactants [NH:1]1[C:9]2[CH:8]=[CH:7][N:6]=[CH:5][C:4]=2[N:3]=[CH:2]1.C(=O)([O-])[O-].[K+].[K+].F[C:17]1[CH:22]=[CH:21][C:20]([N+:23]([O-:25])=[O:24])=[CH:19][CH:18]=1, predict the reaction product.